This data is from Full USPTO retrosynthesis dataset with 1.9M reactions from patents (1976-2016). The task is: Predict the reactants needed to synthesize the given product. Given the product [NH2:1][C:2]1[CH:3]=[N:4][CH:5]=[CH:6][C:7]=1[C@@H:8]1[O:17][C@H:16]([CH3:18])[C@@:15]2([OH:19])[C@H:10]([N:11]([C:35]([O:37][C:38]([CH3:39])([CH3:40])[CH3:41])=[O:36])[CH2:12][CH2:13][CH2:14]2)[CH2:9]1, predict the reactants needed to synthesize it. The reactants are: [NH2:1][C:2]1[CH:3]=[N:4][CH:5]=[CH:6][C:7]=1[C@@H:8]1[O:17][C@H:16]([CH3:18])[C@@:15]2([OH:19])[C@H:10]([N:11](CC3C=CC=CC=3)[CH2:12][CH2:13][CH2:14]2)[CH2:9]1.[CH3:39][C:38]([O:37][C:35](O[C:35]([O:37][C:38]([CH3:41])([CH3:40])[CH3:39])=[O:36])=[O:36])([CH3:41])[CH3:40].